From a dataset of Forward reaction prediction with 1.9M reactions from USPTO patents (1976-2016). Predict the product of the given reaction. Given the reactants [O:1]=[S:2]1(=[O:32])[CH2:7][CH2:6][N:5]([C:8]2[CH:13]=[CH:12][C:11]([C@H:14]([C:25]3[CH:30]=[CH:29][CH:28]=[CH:27][C:26]=3[CH3:31])[CH2:15][C:16]([C:18]3[CH:23]=[CH:22][N:21]=[C:20]([CH3:24])[CH:19]=3)=O)=[CH:10][CH:9]=2)[CH2:4][CH2:3]1.Cl.[NH2:34][OH:35].C([O-])(O)=O.[Na+], predict the reaction product. The product is: [O:1]=[S:2]1(=[O:32])[CH2:7][CH2:6][N:5]([C:8]2[CH:13]=[CH:12][C:11]([C@H:14]([C:25]3[CH:30]=[CH:29][CH:28]=[CH:27][C:26]=3[CH3:31])[CH2:15]/[C:16](/[C:18]3[CH:23]=[CH:22][N:21]=[C:20]([CH3:24])[CH:19]=3)=[N:34]\[OH:35])=[CH:10][CH:9]=2)[CH2:4][CH2:3]1.